Dataset: Reaction yield outcomes from USPTO patents with 853,638 reactions. Task: Predict the reaction yield, written as a fraction of the theoretical maximum amount of product (1.0 means a 100% yield; for example, 0.34 means a 34% yield). (1) The reactants are FC1C=C(C2C=C([CH2:20][O:21][S:22]([CH3:25])(=[O:24])=[O:23])C(=O)N(CC(C)C)N=2)C=CC=1C.O[C:27]1[C:28](=[O:48])[N:29]([CH2:44][CH:45]([CH3:47])[CH3:46])[N:30]=[C:31]([C:34]2[CH:39]=[CH:38][C:37]([C:40]([F:43])([F:42])[F:41])=[CH:36][CH:35]=2)[C:32]=1C. No catalyst specified. The product is [CH2:44]([N:29]1[C:28](=[O:48])[C:27]([CH2:20][O:21][S:22]([CH3:25])(=[O:24])=[O:23])=[CH:32][C:31]([C:34]2[CH:35]=[CH:36][C:37]([C:40]([F:42])([F:41])[F:43])=[CH:38][CH:39]=2)=[N:30]1)[CH:45]([CH3:46])[CH3:47]. The yield is 0.899. (2) The catalyst is CC(O)=O. The product is [NH2:43][C:39]1[N:38]=[CH:37][N:36]=[C:35]2[C:40]=1[N:41]=[CH:42][N:34]2[C@H:26]1[C@@H:27]2[O:28][C:29]([CH3:33])([CH3:32])[O:30][C@@H:31]2[C@@H:24]([CH2:23][N:18]([CH2:17][CH2:16][CH2:15][CH2:14][C:13]2[NH:1][C:2]3[CH:7]=[CH:6][C:5]([C:8]([CH3:10])([CH3:9])[CH3:11])=[CH:4][C:3]=3[N:12]=2)[S:19]([CH3:22])(=[O:20])=[O:21])[O:25]1. The reactants are [NH2:1][C:2]1[CH:7]=[CH:6][C:5]([C:8]([CH3:11])([CH3:10])[CH3:9])=[CH:4][C:3]=1[NH:12][C:13](=O)[CH2:14][CH2:15][CH2:16][CH2:17][N:18]([CH2:23][C@@H:24]1[C@@H:31]2[C@@H:27]([O:28][C:29]([CH3:33])([CH3:32])[O:30]2)[C@H:26]([N:34]2[CH:42]=[N:41][C:40]3[C:35]2=[N:36][CH:37]=[N:38][C:39]=3[NH2:43])[O:25]1)[S:19]([CH3:22])(=[O:21])=[O:20]. The yield is 0.890. (3) The yield is 0.980. The reactants are [Cl:1][C:2]1[CH:3]=[C:4]([CH:9]=[CH:10][C:11]=1[CH2:12][CH3:13])[C:5](OC)=[O:6].[H-].[H-].[H-].[H-].[Li+].[Al+3].O.[OH-].[Na+]. The product is [Cl:1][C:2]1[CH:3]=[C:4]([CH2:5][OH:6])[CH:9]=[CH:10][C:11]=1[CH2:12][CH3:13]. The catalyst is C1COCC1. (4) The reactants are [CH3:1][C:2]1[CH:3]=[C:4]([CH:8]=[CH:9][C:10]=1[CH3:11])[C:5]([OH:7])=O.N[NH:13][C@@H:14]([CH2:19][OH:20])[CH2:15][CH:16]([CH3:18])[CH3:17]. No catalyst specified. The product is [OH:20][CH2:19][C@H:14]([NH:13][C:5](=[O:7])[C:4]1[CH:8]=[CH:9][C:10]([CH3:11])=[C:2]([CH3:1])[CH:3]=1)[CH2:15][CH:16]([CH3:18])[CH3:17]. The yield is 0.750. (5) The reactants are I[C:2]1[CH:9]=[CH:8][C:5]([C:6]#[N:7])=[CH:4][CH:3]=1.[CH3:10][O:11][C:12]1[CH:17]=[CH:16][C:15]([OH:18])=[CH:14][CH:13]=1.C(=O)([O-])[O-].[Cs+].[Cs+]. The catalyst is O1CCOCC1.O.C(OCC)(=O)C.Cl.CN(C)CC(O)=O. The product is [CH3:10][O:11][C:12]1[CH:17]=[CH:16][C:15]([O:18][C:2]2[CH:9]=[CH:8][C:5]([C:6]#[N:7])=[CH:4][CH:3]=2)=[CH:14][CH:13]=1. The yield is 1.00. (6) No catalyst specified. The yield is 0.470. The reactants are F[CH:2]([C:24]1[CH:29]=[CH:28][CH:27]=[C:26]([C:30]2[NH:34][N:33]=[N:32][N:31]=2)[CH:25]=1)[C:3]1[CH:23]=[CH:22][C:6]([CH2:7][O:8][C:9]2[CH:14]=[CH:13][C:12]([C:15](=[O:17])[CH3:16])=[C:11]([OH:18])[C:10]=2[CH2:19][CH2:20][CH3:21])=[CH:5][CH:4]=1.[C:35](C1C=CC(OCC2C=CC(C(OC)C3C=C(C=CC=3)C#N)=CC=2)=C(CCC)C=1O)(=[O:37])C. The product is [OH:18][C:11]1[C:10]([CH2:19][CH2:20][CH3:21])=[C:9]([O:8][CH2:7][C:6]2[CH:22]=[CH:23][C:3]([CH:2]([O:37][CH3:35])[C:24]3[CH:29]=[CH:28][CH:27]=[C:26]([C:30]4[NH:31][N:32]=[N:33][N:34]=4)[CH:25]=3)=[CH:4][CH:5]=2)[CH:14]=[CH:13][C:12]=1[C:15](=[O:17])[CH3:16]. (7) The reactants are N[C:2]1[N:10]=[C:9]2[C:5]([N:6]=[CH:7][N:8]2[CH2:11][C:12]2[CH:17]=[CH:16][CH:15]=[C:14]([CH2:18][C:19]([O:21][CH3:22])=[O:20])[CH:13]=2)=[C:4]([Cl:23])[N:3]=1.[I-].[I:25]CI.C(ON=O)CC(C)C. The catalyst is C1COCC1. The product is [Cl:23][C:4]1[N:3]=[C:2]([I:25])[N:10]=[C:9]2[C:5]=1[N:6]=[CH:7][N:8]2[CH2:11][C:12]1[CH:17]=[CH:16][CH:15]=[C:14]([CH2:18][C:19]([O:21][CH3:22])=[O:20])[CH:13]=1. The yield is 0.620. (8) The yield is 0.250. The catalyst is CS(O)(=O)=O.ClCCl. The reactants are COC=CC1C=CC=CC=1[C:11]1[C:12]2[C:17]([C:18]3[CH:19]=[CH:20][CH:21]=[CH:22][C:23]=3[CH:24]=1)=[CH:16][CH:15]=[CH:14][CH:13]=2.C(=O)([O-])[O-].[K+].[K+]. The product is [CH:20]1[C:19]2[C:24]3[C:11]([C:12]4[C:17]([C:18]=2[CH:23]=[CH:22][CH:21]=1)=[CH:16][CH:15]=[CH:14][CH:13]=4)=[CH:14][CH:13]=[C:12]1[C:11]=3[CH:24]=[CH:23][CH:18]=[CH:17]1.